Dataset: Catalyst prediction with 721,799 reactions and 888 catalyst types from USPTO. Task: Predict which catalyst facilitates the given reaction. (1) Reactant: [F:1][C:2]1[CH:7]=[C:6]([I:8])[CH:5]=[CH:4][C:3]=1[NH:9][C:10]1[C:11]([C:18]([O:20]C)=[O:19])=[N:12][N:13]([CH3:17])[C:14](=[O:16])[CH:15]=1.CO.O.[OH-].[Li+]. Product: [F:1][C:2]1[CH:7]=[C:6]([I:8])[CH:5]=[CH:4][C:3]=1[NH:9][C:10]1[C:11]([C:18]([OH:20])=[O:19])=[N:12][N:13]([CH3:17])[C:14](=[O:16])[CH:15]=1. The catalyst class is: 7. (2) Reactant: [CH2:1]([N:8]1[C:17]2[C:12](=[CH:13][C:14](Br)=[CH:15][CH:16]=2)[CH2:11][CH:10]([NH:19][S:20]([C:23]2[CH:28]=[CH:27][CH:26]=[CH:25][CH:24]=2)(=[O:22])=[O:21])[CH2:9]1)[C:2]1[CH:7]=[CH:6][CH:5]=[CH:4][CH:3]=1.[F:29][C:30]1[CH:35]=[CH:34][C:33](B(O)O)=[CH:32][CH:31]=1.CO.C1COCC1.C([O-])([O-])=O.[K+].[K+]. Product: [CH2:1]([N:8]1[C:17]2[C:12](=[CH:13][C:14]([C:33]3[CH:34]=[CH:35][C:30]([F:29])=[CH:31][CH:32]=3)=[CH:15][CH:16]=2)[CH2:11][CH:10]([NH:19][S:20]([C:23]2[CH:28]=[CH:27][CH:26]=[CH:25][CH:24]=2)(=[O:22])=[O:21])[CH2:9]1)[C:2]1[CH:7]=[CH:6][CH:5]=[CH:4][CH:3]=1. The catalyst class is: 6.